From a dataset of Reaction yield outcomes from USPTO patents with 853,638 reactions. Predict the reaction yield, written as a fraction of the theoretical maximum amount of product (1.0 means a 100% yield; for example, 0.34 means a 34% yield). (1) The reactants are [F:1][C:2]1[CH:7]=[CH:6][C:5]([NH:8][C:9](=[O:29])[CH2:10][C:11]([NH:13][C:14]2[CH:19]=[CH:18][C:17]([O:20][C:21]3[CH:26]=[CH:25][N:24]=[C:23]([NH2:27])[CH:22]=3)=[CH:16][C:15]=2[F:28])=[O:12])=[CH:4][CH:3]=1.C(N(CC)CC)C.[C:37](Cl)(=[O:39])[CH3:38].[OH-].[Na+]. The catalyst is CN(C)C=O. The product is [F:1][C:2]1[CH:3]=[CH:4][C:5]([NH:8][C:9](=[O:29])[CH2:10][C:11]([NH:13][C:14]2[CH:19]=[CH:18][C:17]([O:20][C:21]3[CH:26]=[CH:25][N:24]=[C:23]([NH:27][C:37](=[O:39])[CH3:38])[CH:22]=3)=[CH:16][C:15]=2[F:28])=[O:12])=[CH:6][CH:7]=1. The yield is 0.410. (2) The reactants are Cl.[CH3:2][NH:3][CH2:4][CH2:5][C:6]([C:8]1[S:9][CH:10]=[CH:11][CH:12]=1)=[O:7].C(O)C.[OH-].[Na+].[Na]. The catalyst is O.CC(C)=O. The product is [CH3:2][NH:3][CH2:4][CH2:5][CH:6]([C:8]1[S:9][CH:10]=[CH:11][CH:12]=1)[OH:7]. The yield is 0.840. (3) The reactants are [OH:1][C:2]1[C:9]([OH:10])=[CH:8][CH:7]=[CH:6][C:3]=1[CH:4]=[O:5].Br[CH2:12][CH2:13]Br.C(=O)([O-])[O-].[Cs+].[Cs+].[BH4-].[Na+]. The catalyst is CN(C)C=O.C(O)C. The yield is 0.270. The product is [O:10]1[C:9]2[CH:8]=[CH:7][CH:6]=[C:3]([CH2:4][OH:5])[C:2]=2[O:1][CH2:13][CH2:12]1.